This data is from Full USPTO retrosynthesis dataset with 1.9M reactions from patents (1976-2016). The task is: Predict the reactants needed to synthesize the given product. (1) Given the product [F:31][C:26]1([F:30])[C:25]2[N:21]([CH2:20][C:19]([NH:18][C@H:8]([C:6]3[C:5]([C:37]4[CH:38]=[CH:39][CH:40]=[C:41]5[C:45]=4[N:44]([CH3:46])[N:43]=[C:42]5[NH:47][S:48]([CH3:51])(=[O:50])=[O:49])=[CH:4][CH:3]=[C:2]([C:55]#[C:54][C:53]([OH:59])([CH3:52])[CH:56]([CH3:58])[CH3:57])[N:7]=3)[CH2:9][C:10]3[CH:11]=[C:12]([F:17])[CH:13]=[C:14]([F:16])[CH:15]=3)=[O:36])[N:22]=[C:23]([C:32]([F:33])([F:35])[F:34])[C:24]=2[C@H:28]2[CH2:29][C@@H:27]12, predict the reactants needed to synthesize it. The reactants are: Cl[C:2]1[N:7]=[C:6]([C@@H:8]([NH:18][C:19](=[O:36])[CH2:20][N:21]2[C:25]3[C:26]([F:31])([F:30])[C@@H:27]4[CH2:29][C@@H:28]4[C:24]=3[C:23]([C:32]([F:35])([F:34])[F:33])=[N:22]2)[CH2:9][C:10]2[CH:15]=[C:14]([F:16])[CH:13]=[C:12]([F:17])[CH:11]=2)[C:5]([C:37]2[CH:38]=[CH:39][CH:40]=[C:41]3[C:45]=2[N:44]([CH3:46])[N:43]=[C:42]3[NH:47][S:48]([CH3:51])(=[O:50])=[O:49])=[CH:4][CH:3]=1.[CH3:52][C:53]([OH:59])([CH:56]([CH3:58])[CH3:57])[C:54]#[CH:55]. (2) Given the product [N:1]1([CH2:6][CH2:7][CH2:8][O:9][C:10]2[CH:11]=[CH:12][C:13]([C:16]3([CH2:22][N:28]4[CH2:29][CH2:30][N:25]([C:31]([NH2:33])=[O:32])[CH2:26][CH2:27]4)[CH2:17][CH2:18][O:19][CH2:20][CH2:21]3)=[CH:14][CH:15]=2)[CH2:2][CH2:3][CH2:4][CH2:5]1, predict the reactants needed to synthesize it. The reactants are: [N:1]1([CH2:6][CH2:7][CH2:8][O:9][C:10]2[CH:15]=[CH:14][C:13]([C:16]3([CH:22]=O)[CH2:21][CH2:20][O:19][CH2:18][CH2:17]3)=[CH:12][CH:11]=2)[CH2:5][CH2:4][CH2:3][CH2:2]1.Cl.[N:25]1([C:31]([NH2:33])=[O:32])[CH2:30][CH2:29][NH:28][CH2:27][CH2:26]1.C(O)C. (3) Given the product [Br:1][C:2]1[CH:6]=[C:5]([CH:7]2[O:11][CH2:10][CH2:9][O:8]2)[S:4][C:3]=1[CH2:12][O:13][Si:22]([CH:26]([CH3:28])[CH3:27])([CH:23]([CH3:25])[CH3:24])[CH:19]([CH3:21])[CH3:20], predict the reactants needed to synthesize it. The reactants are: [Br:1][C:2]1[CH:6]=[C:5]([CH:7]2[O:11][CH2:10][CH2:9][O:8]2)[S:4][C:3]=1[CH2:12][OH:13].N1C=CN=C1.[CH:19]([Si:22](Cl)([CH:26]([CH3:28])[CH3:27])[CH:23]([CH3:25])[CH3:24])([CH3:21])[CH3:20]. (4) Given the product [CH3:17][C:18]1([CH3:34])[C:19]([CH3:32])([CH3:33])[O:20][B:21]([C:23]2[CH:31]=[CH:30][C:26]([C:27]([N:4]3[CH2:5][CH2:6][N:1]([C:7]([O:9][CH2:10][C:11]4[CH:16]=[CH:15][CH:14]=[CH:13][CH:12]=4)=[O:8])[CH2:2][CH2:3]3)=[O:28])=[CH:25][CH:24]=2)[O:22]1, predict the reactants needed to synthesize it. The reactants are: [N:1]1([C:7]([O:9][CH2:10][C:11]2[CH:16]=[CH:15][CH:14]=[CH:13][CH:12]=2)=[O:8])[CH2:6][CH2:5][NH:4][CH2:3][CH2:2]1.[CH3:17][C:18]1([CH3:34])[O:22][B:21]([C:23]2[CH:31]=[CH:30][C:26]([C:27](O)=[O:28])=[CH:25][CH:24]=2)[O:20][C:19]1([CH3:33])[CH3:32].C(Cl)CCl.C1C=CC2N(O)N=NC=2C=1.C(N(CC)CC)C. (5) Given the product [OH:6][C:7]1[CH:8]=[C:9]([CH:46]=[CH:47][CH:48]=1)[CH2:10][C@@H:11]1[NH:34][C:33](=[O:35])[C@H:32]([CH:36]([CH3:38])[CH3:37])[NH:31][C:30](=[O:39])[C@H:29]([CH3:40])[C@H:28]([O:41][CH3:42])[CH2:27][CH2:26][CH:25]=[CH:24][CH2:23][CH2:22][CH2:21][CH2:20][O:19][C:18](=[O:43])[C@H:17]2[NH:44][N:13]([CH2:14][CH2:15][CH2:16]2)[C:12]1=[O:45], predict the reactants needed to synthesize it. The reactants are: C([Si](C)(C)[O:6][C:7]1[CH:8]=[C:9]([CH:46]=[CH:47][CH:48]=1)[CH2:10][C@@H:11]1[NH:34][C:33](=[O:35])[C@H:32]([CH:36]([CH3:38])[CH3:37])[NH:31][C:30](=[O:39])[C@H:29]([CH3:40])[C@H:28]([O:41][CH3:42])[CH2:27][CH2:26][CH:25]=[CH:24][CH2:23][CH2:22][CH2:21][CH2:20][O:19][C:18](=[O:43])[C@H:17]2[NH:44][N:13]([CH2:14][CH2:15][CH2:16]2)[C:12]1=[O:45])(C)(C)C.CCCC[N+](CCCC)(CCCC)CCCC.[F-].C(=O)(O)[O-].[Na+]. (6) Given the product [NH2:21][C:9]1([CH2:22][O:23][CH:24]([CH:29]2[CH2:34][CH2:33][CH2:32][CH2:31][CH2:30]2)[C:25]#[N:26])[C:10]2[CH:15]=[C:14]([Cl:16])[N:13]=[CH:12][C:11]=2[O:17][C:18]2[C:8]1=[CH:7][C:6]([Br:5])=[CH:20][CH:19]=2, predict the reactants needed to synthesize it. The reactants are: IP(I)I.[Br:5][C:6]1[CH:7]=[C:8]2[C:18](=[CH:19][CH:20]=1)[O:17][C:11]1[CH:12]=[N:13][C:14]([Cl:16])=[CH:15][C:10]=1[C:9]2([CH2:22][O:23][CH:24]([CH:29]1[CH2:34][CH2:33][CH2:32][CH2:31][CH2:30]1)[CH2:25][N+:26]([O-])=O)[NH2:21]. (7) The reactants are: Br[C:2]1[CH:7]=[CH:6][C:5]([NH:8][C:9](=[O:15])[O:10][C:11]([CH3:14])([CH3:13])[CH3:12])=[CH:4][CH:3]=1.C(=O)([O-])[O-].[K+].[K+].CC1(C)CC(C)OB([C:30]([C:32]([F:35])([F:34])[F:33])=[CH2:31])O1. Given the product [F:33][C:32]([F:35])([F:34])[C:30]([C:2]1[CH:7]=[CH:6][C:5]([NH:8][C:9](=[O:15])[O:10][C:11]([CH3:14])([CH3:13])[CH3:12])=[CH:4][CH:3]=1)=[CH2:31], predict the reactants needed to synthesize it. (8) Given the product [CH2:15]([C@@H:17]1[N:18]([C:45]2[C:3]3[CH2:4][CH2:5][CH2:6][O:1][C:2]=3[N:50]=[C:48]([C:37]3[CH:38]=[CH:39][C:40]([NH2:43])=[N:41][CH:42]=3)[N:47]=2)[CH2:19][CH2:20][O:21][CH2:22]1)[CH3:16], predict the reactants needed to synthesize it. The reactants are: [O:1]1[CH2:6][CH2:5][CH2:4][CH2:3][C:2]1=O.O1CCCC(=O)C1.[CH2:15]([C@H:17]1[CH2:22][O:21][CH2:20][CH2:19][NH:18]1)[CH3:16].N1CCOCC1.CC1(C)C(C)(C)OB([C:37]2[CH:38]=[CH:39][C:40]([NH2:43])=[N:41][CH:42]=2)O1.[CH2:45]([NH:47][C:48]([NH:50]C1C=CC(B2OC(C)(C)C(C)(C)O2)=CC=1)=O)C.